Dataset: Forward reaction prediction with 1.9M reactions from USPTO patents (1976-2016). Task: Predict the product of the given reaction. (1) The product is: [CH3:1][C:2]1[S:6][C:5]([C:7]2[CH:8]=[CH:9][CH:10]=[CH:11][CH:12]=2)=[N:4][C:3]=1[CH2:13][O:14][C:15]1[CH:16]=[CH:17][C:18]([CH2:19][OH:20])=[CH:21][CH:22]=1. Given the reactants [CH3:1][C:2]1[S:6][C:5]([C:7]2[CH:12]=[CH:11][CH:10]=[CH:9][CH:8]=2)=[N:4][C:3]=1[CH2:13][O:14][C:15]1[CH:22]=[CH:21][C:18]([CH:19]=[O:20])=[CH:17][CH:16]=1.O1CCCC1.[BH4-].[Na+].Cl, predict the reaction product. (2) Given the reactants Br[C:2]1[S:3][C:4]2[CH:10]=[C:9]([O:11]C)[CH:8]=[CH:7][C:5]=2[N:6]=1.[F-].[Cs+].C([O-])(O)=O.[Na+], predict the reaction product. The product is: [NH2:6][C:5]1[CH:7]=[CH:8][C:9]([C:2]2[S:3][C:4]3[CH:10]=[C:9]([OH:11])[CH:8]=[CH:7][C:5]=3[N:6]=2)=[CH:10][CH:4]=1.